This data is from Peptide-MHC class I binding affinity with 185,985 pairs from IEDB/IMGT. The task is: Regression. Given a peptide amino acid sequence and an MHC pseudo amino acid sequence, predict their binding affinity value. This is MHC class I binding data. (1) The peptide sequence is YRIMTRGLL. The MHC is HLA-B35:01 with pseudo-sequence HLA-B35:01. The binding affinity (normalized) is 0.0847. (2) The peptide sequence is WHTTKGAAL. The MHC is HLA-A01:01 with pseudo-sequence HLA-A01:01. The binding affinity (normalized) is 0.0847. (3) The peptide sequence is SENERGYYI. The MHC is HLA-B44:03 with pseudo-sequence HLA-B44:03. The binding affinity (normalized) is 0.583. (4) The peptide sequence is ADNMITEML. The MHC is HLA-B44:02 with pseudo-sequence HLA-B44:02. The binding affinity (normalized) is 0.0959. (5) The peptide sequence is ELRSLYNTV. The binding affinity (normalized) is 0.0847. The MHC is HLA-A26:02 with pseudo-sequence HLA-A26:02. (6) The peptide sequence is STFATVLEY. The MHC is HLA-B48:01 with pseudo-sequence HLA-B48:01. The binding affinity (normalized) is 0.0847.